Dataset: Protein-peptide binding for MDM2, ACE2, and 12ca5 with 34 validated binders. Task: Binary Classification. Given protein and peptide amino acid sequences, predict whether they interact or not. (1) The peptide is ASFAEYWNLLSPK. The protein target is MDM2 with sequence MCNTNMSVPTDGAVTTSQIPASEQETLVRPKPLLLKLLKSVGAQKDTYTMKEVLFYLGQYIMTKRLYDEKQQHIVYCSNDLLGDLFGVPSFSVKEHRKIYTMIYRNLVVVNQQESSDSGTSVSENRCHLEGGSDQKDLVQELQEEKPSSSHLVSRPSTSSRRRAISETEENSDELSGERQRKRHKSDSISLSFDESLALCVIREICCERSSSSESTGTPSNPDLDAGVSEHSGDWLDQDSVSDQFSVEFEVESLDSEDYSLSEEGQELSDEDDEVYQVTVYQAGESDTDSFEEDPEISLADYWKCTSCNEMNPPLPSHCNRCWALRENWLPEDKGKDKGEISEKAKLENSTQAEEGFDVPDCKKTIVNDSRESCVEENDDKITQASQSQESEDYSQPSTSSSIIYSSQEDVKEFEREETQDKEESVESSLPLNAIEPCVICQGRPKNGCIVHGKTGHLMACFTCAKKLKKRNKPCPVCRQPIQMIVLTYFP. (2) The protein target is ACE2 with sequence MSSSSWLLLSLVAVTAAQSTIEEQAKTFLDKFNHEAEDLFYQSSLASWNYNTNITEENVQNMNNAGDKWSAFLKEQSTLAQMYPLQEIQNLTVKLQLQALQQNGSSVLSEDKSKRLNTILNTMSTIYSTGKVCNPDNPQECLLLEPGLNEIMANSLDYNERLWAWESWRSEVGKQLRPLYEEYVVLKNEMARANHYEDYGDYWRGDYEVNGVDGYDYSRGQLIEDVEHTFEEIKPLYEHLHAYVRAKLMNAYPSYISPIGCLPAHLLGDMWGRFWTNLYSLTVPFGQKPNIDVTDAMVDQAWDAQRIFKEAEKFFVSVGLPNMTQGFWENSMLTDPGNVQKAVCHPTAWDLGKGDFRILMCTKVTMDDFLTAHHEMGHIQYDMAYAAQPFLLRNGANEGFHEAVGEIMSLSAATPKHLKSIGLLSPDFQEDNETEINFLLKQALTIVGTLPFTYMLEKWRWMVFKGEIPKDQWMKKWWEMKREIVGVVEPVPHDETYCDP.... The peptide is LVYAWGSRDYPWK. (3) The protein target is MDM2 with sequence MCNTNMSVPTDGAVTTSQIPASEQETLVRPKPLLLKLLKSVGAQKDTYTMKEVLFYLGQYIMTKRLYDEKQQHIVYCSNDLLGDLFGVPSFSVKEHRKIYTMIYRNLVVVNQQESSDSGTSVSENRCHLEGGSDQKDLVQELQEEKPSSSHLVSRPSTSSRRRAISETEENSDELSGERQRKRHKSDSISLSFDESLALCVIREICCERSSSSESTGTPSNPDLDAGVSEHSGDWLDQDSVSDQFSVEFEVESLDSEDYSLSEEGQELSDEDDEVYQVTVYQAGESDTDSFEEDPEISLADYWKCTSCNEMNPPLPSHCNRCWALRENWLPEDKGKDKGEISEKAKLENSTQAEEGFDVPDCKKTIVNDSRESCVEENDDKITQASQSQESEDYSQPSTSSSIIYSSQEDVKEFEREETQDKEESVESSLPLNAIEPCVICQGRPKNGCIVHGKTGHLMACFTCAKKLKKRNKPCPVCRQPIQMIVLTYFP. The peptide is TSFAEYWNLLSPK. (4) The protein target is ACE2 with sequence MSSSSWLLLSLVAVTAAQSTIEEQAKTFLDKFNHEAEDLFYQSSLASWNYNTNITEENVQNMNNAGDKWSAFLKEQSTLAQMYPLQEIQNLTVKLQLQALQQNGSSVLSEDKSKRLNTILNTMSTIYSTGKVCNPDNPQECLLLEPGLNEIMANSLDYNERLWAWESWRSEVGKQLRPLYEEYVVLKNEMARANHYEDYGDYWRGDYEVNGVDGYDYSRGQLIEDVEHTFEEIKPLYEHLHAYVRAKLMNAYPSYISPIGCLPAHLLGDMWGRFWTNLYSLTVPFGQKPNIDVTDAMVDQAWDAQRIFKEAEKFFVSVGLPNMTQGFWENSMLTDPGNVQKAVCHPTAWDLGKGDFRILMCTKVTMDDFLTAHHEMGHIQYDMAYAAQPFLLRNGANEGFHEAVGEIMSLSAATPKHLKSIGLLSPDFQEDNETEINFLLKQALTIVGTLPFTYMLEKWRWMVFKGEIPKDQWMKKWWEMKREIVGVVEPVPHDETYCDP.... The peptide is LVKSLNSYFFVFK. (5) The protein target is MDM2 with sequence MCNTNMSVPTDGAVTTSQIPASEQETLVRPKPLLLKLLKSVGAQKDTYTMKEVLFYLGQYIMTKRLYDEKQQHIVYCSNDLLGDLFGVPSFSVKEHRKIYTMIYRNLVVVNQQESSDSGTSVSENRCHLEGGSDQKDLVQELQEEKPSSSHLVSRPSTSSRRRAISETEENSDELSGERQRKRHKSDSISLSFDESLALCVIREICCERSSSSESTGTPSNPDLDAGVSEHSGDWLDQDSVSDQFSVEFEVESLDSEDYSLSEEGQELSDEDDEVYQVTVYQAGESDTDSFEEDPEISLADYWKCTSCNEMNPPLPSHCNRCWALRENWLPEDKGKDKGEISEKAKLENSTQAEEGFDVPDCKKTIVNDSRESCVEENDDKITQASQSQESEDYSQPSTSSSIIYSSQEDVKEFEREETQDKEESVESSLPLNAIEPCVICQGRPKNGCIVHGKTGHLMACFTCAKKLKKRNKPCPVCRQPIQMIVLTYFP. The peptide is TAFAEYWAALAPK. (6) The protein target is MDM2 with sequence MCNTNMSVPTDGAVTTSQIPASEQETLVRPKPLLLKLLKSVGAQKDTYTMKEVLFYLGQYIMTKRLYDEKQQHIVYCSNDLLGDLFGVPSFSVKEHRKIYTMIYRNLVVVNQQESSDSGTSVSENRCHLEGGSDQKDLVQELQEEKPSSSHLVSRPSTSSRRRAISETEENSDELSGERQRKRHKSDSISLSFDESLALCVIREICCERSSSSESTGTPSNPDLDAGVSEHSGDWLDQDSVSDQFSVEFEVESLDSEDYSLSEEGQELSDEDDEVYQVTVYQAGESDTDSFEEDPEISLADYWKCTSCNEMNPPLPSHCNRCWALRENWLPEDKGKDKGEISEKAKLENSTQAEEGFDVPDCKKTIVNDSRESCVEENDDKITQASQSQESEDYSQPSTSSSIIYSSQEDVKEFEREETQDKEESVESSLPLNAIEPCVICQGRPKNGCIVHGKTGHLMACFTCAKKLKKRNKPCPVCRQPIQMIVLTYFP. The peptide is ASFAEYWNALSPK.